From a dataset of Full USPTO retrosynthesis dataset with 1.9M reactions from patents (1976-2016). Predict the reactants needed to synthesize the given product. (1) Given the product [NH:8]1[CH2:11][CH:10]([N:12]2[CH2:17][CH2:16][C:15]([F:18])([F:19])[CH2:14][CH2:13]2)[CH2:9]1, predict the reactants needed to synthesize it. The reactants are: C(OC([N:8]1[CH2:11][CH:10]([N:12]2[CH2:17][CH2:16][C:15]([F:19])([F:18])[CH2:14][CH2:13]2)[CH2:9]1)=O)(C)(C)C. (2) Given the product [F:17][CH:18]([F:37])[C:19]([NH:21][C@H:22]([CH2:35][F:36])[C@H:23]([OH:34])[C:24]1[CH:25]=[CH:26][C:27]([C:2]2[CH:3]=[CH:4][C:5]3[S:9][C:8]([CH2:10][NH:11][S:12]([CH3:15])(=[O:14])=[O:13])=[N:7][C:6]=3[CH:16]=2)=[CH:28][CH:29]=1)=[O:20], predict the reactants needed to synthesize it. The reactants are: Br[C:2]1[CH:3]=[CH:4][C:5]2[S:9][C:8]([CH2:10][NH:11][S:12]([CH3:15])(=[O:14])=[O:13])=[N:7][C:6]=2[CH:16]=1.[F:17][CH:18]([F:37])[C:19]([NH:21][C@H:22]([CH2:35][F:36])[C@H:23]([OH:34])[C:24]1[CH:29]=[CH:28][C:27]([Sn](C)(C)C)=[CH:26][CH:25]=1)=[O:20].[Cl-].[Li+]. (3) Given the product [F:14][C:15]([F:17])([F:16])[CH:6]([C:2]1[S:1][CH:5]=[CH:4][N:3]=1)[OH:7], predict the reactants needed to synthesize it. The reactants are: [S:1]1[CH:5]=[CH:4][N:3]=[C:2]1[CH:6]=[O:7].C(=O)([O-])[O-].[K+].[K+].[F:14][C:15]([Si](C)(C)C)([F:17])[F:16]. (4) Given the product [Br:1][C:2]1[CH:3]=[CH:4][C:5]([C:8]2([C:9]#[N:10])[CH2:16][CH2:15][O:14][CH2:13][CH2:12]2)=[N:6][CH:7]=1, predict the reactants needed to synthesize it. The reactants are: [Br:1][C:2]1[CH:3]=[CH:4][C:5]([CH2:8][C:9]#[N:10])=[N:6][CH:7]=1.Br[CH2:12][CH2:13][O:14][CH2:15][CH2:16]Br.[OH-].[Na+]. (5) Given the product [CH2:1]([C:3]1[N:4]=[C:5]2[C:10]([C:11]([F:13])([F:14])[F:12])=[CH:9][CH:8]=[CH:7][N:6]2[C:15]=1[C:21]1[CH:22]=[CH:17][CH:18]=[C:19]([CH2:23][C:24]2[CH:29]=[CH:28][CH:27]=[C:26]([S:30]([CH3:33])(=[O:31])=[O:32])[CH:25]=2)[CH:20]=1)[CH3:2], predict the reactants needed to synthesize it. The reactants are: [CH2:1]([C:3]1[N:4]=[C:5]2[C:10]([C:11]([F:14])([F:13])[F:12])=[CH:9][CH:8]=[CH:7][N:6]2[CH:15]=1)[CH3:2].Br[C:17]1[CH:22]=[CH:21][CH:20]=[C:19]([CH2:23][C:24]2[CH:29]=[CH:28][CH:27]=[C:26]([S:30]([CH3:33])(=[O:32])=[O:31])[CH:25]=2)[CH:18]=1. (6) Given the product [Cl:22][C:12]1[N:11]=[CH:10][C:9]2[O:8][C:5]3[C:4]([C@:15]4([N:20]=[C:19]([NH2:21])[CH2:18][O:17][CH2:16]4)[C:14]=2[CH:13]=1)=[CH:3][C:2]([C:29]1[C:24]([F:23])=[N:25][CH:26]=[CH:27][CH:28]=1)=[CH:7][CH:6]=3, predict the reactants needed to synthesize it. The reactants are: Br[C:2]1[CH:3]=[C:4]2[C@:15]3([N:20]=[C:19]([NH2:21])[CH2:18][O:17][CH2:16]3)[C:14]3[CH:13]=[C:12]([Cl:22])[N:11]=[CH:10][C:9]=3[O:8][C:5]2=[CH:6][CH:7]=1.[F:23][C:24]1[C:29](B(O)O)=[CH:28][CH:27]=[CH:26][N:25]=1.P([O-])([O-])([O-])=O.[K+].[K+].[K+].